Regression. Given a peptide amino acid sequence and an MHC pseudo amino acid sequence, predict their binding affinity value. This is MHC class I binding data. From a dataset of Peptide-MHC class I binding affinity with 185,985 pairs from IEDB/IMGT. (1) The binding affinity (normalized) is 0.0847. The peptide sequence is AVNAATYNR. The MHC is HLA-B27:05 with pseudo-sequence HLA-B27:05. (2) The peptide sequence is SLTQVKELGI. The MHC is HLA-A02:06 with pseudo-sequence HLA-A02:06. The binding affinity (normalized) is 0.533. (3) The peptide sequence is RRIYDLIEL. The MHC is HLA-B44:02 with pseudo-sequence HLA-B44:02. The binding affinity (normalized) is 0.